Predict the product of the given reaction. From a dataset of Forward reaction prediction with 1.9M reactions from USPTO patents (1976-2016). The product is: [CH2:1]([O:3][C:4]([C:6]1[N:7]([C@H:30]([CH3:32])[CH2:31][NH:27][C:25]([O:24][C:20]([CH3:23])([CH3:22])[CH3:21])=[O:26])[C:8]2[C:13]([CH:14]=1)=[CH:12][C:11]([CH3:15])=[C:10]([C:16]([F:19])([F:17])[F:18])[CH:9]=2)=[O:5])[CH3:2]. Given the reactants [CH2:1]([O:3][C:4]([C:6]1[NH:7][C:8]2[C:13]([CH:14]=1)=[CH:12][C:11]([CH3:15])=[C:10]([C:16]([F:19])([F:18])[F:17])[CH:9]=2)=[O:5])[CH3:2].[C:20]([O:24][C:25]([N:27]1[CH2:31][C@H:30]([CH3:32])OS1(=O)=O)=[O:26])([CH3:23])([CH3:22])[CH3:21], predict the reaction product.